From a dataset of Full USPTO retrosynthesis dataset with 1.9M reactions from patents (1976-2016). Predict the reactants needed to synthesize the given product. (1) Given the product [NH2:10][C:11]1[C:12]([C:27]([NH:29][C:30]2[CH:31]=[N:32][CH:33]=[CH:34][C:35]=2[N:36]2[CH2:41][C@H:40]([CH3:42])[C@H:39]([N:43]3[CH:47]=[CH:46][N:45]=[N:44]3)[C@H:38]([NH2:48])[CH2:37]2)=[O:28])=[N:13][C:14]2[C:19]([CH:20]=1)=[CH:18][CH:17]=[C:16]([CH:21]1[CH2:26][CH2:25][O:24][CH2:23][CH2:22]1)[CH:15]=2, predict the reactants needed to synthesize it. The reactants are: C(OC(=O)[NH:10][C:11]1[C:12]([C:27]([NH:29][C:30]2[CH:31]=[N:32][CH:33]=[CH:34][C:35]=2[N:36]2[CH2:41][C@H:40]([CH3:42])[C@H:39]([N:43]3[CH:47]=[CH:46][N:45]=[N:44]3)[C@H:38]([NH:48]C(OC(C)(C)C)=O)[CH2:37]2)=[O:28])=[N:13][C:14]2[C:19]([CH:20]=1)=[CH:18][CH:17]=[C:16]([C:21]1[CH2:22][CH2:23][O:24][CH2:25][CH:26]=1)[CH:15]=2)C1C=CC=CC=1.C1COCC1.Cl.O1CCOCC1. (2) Given the product [C:4]([CH2:5][C:6]1[C:7]([C:11]([OH:13])=[O:12])=[CH:8][S:9][CH:10]=1)([OH:14])=[O:3], predict the reactants needed to synthesize it. The reactants are: C([O:3][C:4](=[O:14])[CH2:5][C:6]1[C:7]([C:11]([OH:13])=[O:12])=[CH:8][S:9][CH:10]=1)C.[OH-].[K+].Cl. (3) Given the product [I-:30].[CH3:18][O:17][C:9]1[CH:10]=[CH:11][C:12]2[C:7](=[C:6]([C:19]([O:21][C:22]3[C:23]([Br:29])=[CH:24][CH:25]=[CH:26][C:27]=3[Br:28])=[O:20])[C:5]3[C:14]([N+:13]=2[CH2:31][CH2:32][CH2:33][C:34]([O:36][N:37]2[C:38](=[O:43])[CH2:39][CH2:40][C:41]2=[O:42])=[O:35])=[CH:15][CH:16]=[C:3]([O:2][CH3:1])[CH:4]=3)[CH:8]=1, predict the reactants needed to synthesize it. The reactants are: [CH3:1][O:2][C:3]1[CH:16]=[CH:15][C:14]2[C:5](=[C:6]([C:19]([O:21][C:22]3[C:27]([Br:28])=[CH:26][CH:25]=[CH:24][C:23]=3[Br:29])=[O:20])[C:7]3[C:12]([N:13]=2)=[CH:11][CH:10]=[C:9]([O:17][CH3:18])[CH:8]=3)[CH:4]=1.[I:30][CH2:31][CH2:32][CH2:33][C:34]([O:36][N:37]1[C:41](=[O:42])[CH2:40][CH2:39][C:38]1=[O:43])=[O:35]. (4) Given the product [Br:1][C:2]1[CH:11]=[C:10]2[C:5]([CH:6]=[C:7]([C:12](=[O:13])[CH3:18])[CH:8]=[N:9]2)=[CH:4][CH:3]=1, predict the reactants needed to synthesize it. The reactants are: [Br:1][C:2]1[CH:11]=[C:10]2[C:5]([CH:6]=[C:7]([C:12](N(OC)C)=[O:13])[CH:8]=[N:9]2)=[CH:4][CH:3]=1.[CH3:18][Mg]Br.C(OCC)C.[Cl-].[NH4+].C(=O)(O)[O-].[Na+]. (5) Given the product [Cl:18][CH2:20][CH2:11][N:1]1[CH2:2][CH2:3][CH:4]([C:7]([O:9][CH3:10])=[O:8])[CH2:5][CH2:6]1, predict the reactants needed to synthesize it. The reactants are: [N:1]1([C:11](OC(C)(C)C)=O)[CH2:6][CH2:5][CH:4]([C:7]([O:9][CH3:10])=[O:8])[CH2:3][CH2:2]1.[ClH:18].Br[CH2:20]CO.C([O-])([O-])=O.[K+].[K+].S(Cl)(Cl)=O. (6) Given the product [S:2]1[C:6]2[CH:7]=[CH:8][CH:9]=[CH:10][C:5]=2[C:4]([N:11]2[CH2:12][CH2:13][N:14]([CH2:17][CH2:18][C:19]3[CH:24]=[CH:23][C:22]([NH:25][C:30](=[O:31])[CH:29]=[C:28]([CH3:33])[CH3:27])=[C:21]([CH3:26])[CH:20]=3)[CH2:15][CH2:16]2)=[N:3]1, predict the reactants needed to synthesize it. The reactants are: Cl.[S:2]1[C:6]2[CH:7]=[CH:8][CH:9]=[CH:10][C:5]=2[C:4]([N:11]2[CH2:16][CH2:15][N:14]([CH2:17][CH2:18][C:19]3[CH:24]=[CH:23][C:22]([NH2:25])=[C:21]([CH3:26])[CH:20]=3)[CH2:13][CH2:12]2)=[N:3]1.[CH3:27][C:28]([CH3:33])=[CH:29][C:30](Cl)=[O:31].